Dataset: Forward reaction prediction with 1.9M reactions from USPTO patents (1976-2016). Task: Predict the product of the given reaction. (1) Given the reactants [S:1]1[C:5]2=[N:6][CH:7]=[CH:8][CH:9]=[C:4]2[CH:3]=[C:2]1[C:10]([O:12][CH3:13])=[O:11].[OH2:14], predict the reaction product. The product is: [CH3:13][O:12][C:10]([C:2]1[S:1][C:5]2=[N+:6]([O-:14])[CH:7]=[CH:8][CH:9]=[C:4]2[CH:3]=1)=[O:11]. (2) The product is: [CH3:7][CH2:6][O:8][C:9]([C@H:11]1[CH2:15][CH2:14][C@@H:13]([C:16]2[CH:21]=[CH:20][C:19]([F:22])=[C:18]([F:23])[CH:17]=2)[N:12]1[C:24]([O:26][C:27]([CH3:30])([CH3:29])[CH3:28])=[O:25])=[O:10]. Given the reactants CN(C)C=O.[CH2:6]([O:8][C:9]([C@H:11]1[CH2:15][CH2:14][C@@H:13]([C:16]2[CH:21]=[CH:20][C:19]([F:22])=[C:18]([F:23])[CH:17]=2)[NH:12]1)=[O:10])[CH3:7].[C:24](O[C:24]([O:26][C:27]([CH3:30])([CH3:29])[CH3:28])=[O:25])([O:26][C:27]([CH3:30])([CH3:29])[CH3:28])=[O:25].N1C=CN=C1, predict the reaction product. (3) Given the reactants CC1(C)C(C)(C)OB([C:9]2[CH2:14][CH2:13][CH2:12][C:11](=[O:15])[CH:10]=2)O1.Cl[C:18]1[CH:23]=[CH:22][N:21]=[CH:20][C:19]=1[N+:24]([O-:26])=[O:25].C([O-])([O-])=O.[Na+].[Na+], predict the reaction product. The product is: [N+:24]([C:19]1[CH:20]=[N:21][CH:22]=[CH:23][C:18]=1[C:9]1[CH2:14][CH2:13][CH2:12][C:11](=[O:15])[CH:10]=1)([O-:26])=[O:25]. (4) Given the reactants [Cl:1][C:2]1[C:3]([CH3:22])=[C:4]2[C:9](=[CH:10][C:11]=1[CH3:12])[O:8][CH:7]([C:13]([F:16])([F:15])[F:14])[C:6]([C:17]([O:19]CC)=[O:18])=[CH:5]2.[OH-].[Na+].Cl, predict the reaction product. The product is: [Cl:1][C:2]1[C:3]([CH3:22])=[C:4]2[C:9](=[CH:10][C:11]=1[CH3:12])[O:8][CH:7]([C:13]([F:16])([F:14])[F:15])[C:6]([C:17]([OH:19])=[O:18])=[CH:5]2. (5) Given the reactants [Br-].[C:2]([CH2:5][CH2:6][CH2:7][CH2:8][P+](C1C=CC=CC=1)(C1C=CC=CC=1)C1C=CC=CC=1)([OH:4])=[O:3].C[C:29]([CH3:32])([O-:31])[CH3:30].[K+].[C:34]1([CH2:40][CH2:41][C@H:42]([O:61][CH:62]2[CH2:67][CH2:66][CH2:65][CH2:64][O:63]2)/[CH:43]=[CH:44]/[C@@H:45]2[C@@H]3[C@@H](OC(O)C3)C[C@H:46]2[O:54][CH:55]2[CH2:60][CH2:59][CH2:58][CH2:57][O:56]2)[CH:39]=[CH:38][CH:37]=[CH:36][CH:35]=1.[Cl-].[NH4+].[CH2:70]1COC[CH2:71]1, predict the reaction product. The product is: [OH:31][C@@H:29]1[C@H:30]([CH2:70][CH:71]=[CH:8][CH2:7][CH2:6][CH2:5][C:2]([OH:4])=[O:3])[C@@H:45](/[CH:44]=[CH:43]/[C@@H:42]([O:61][CH:62]2[CH2:67][CH2:66][CH2:65][CH2:64][O:63]2)[CH2:41][CH2:40][C:34]2[CH:35]=[CH:36][CH:37]=[CH:38][CH:39]=2)[C@H:46]([O:54][CH:55]2[CH2:60][CH2:59][CH2:58][CH2:57][O:56]2)[CH2:32]1. (6) Given the reactants [NH2:1][CH2:2][C:3]1[CH:4]=[N:5][N:6]([CH2:28][CH2:29][CH3:30])[C:7]=1[NH:8]C(C1C=CC=CC=1)(C1C=CC=CC=1)C1C=CC=CC=1.[ClH:31], predict the reaction product. The product is: [ClH:31].[ClH:31].[NH2:1][CH2:2][C:3]1[CH:4]=[N:5][N:6]([CH2:28][CH2:29][CH3:30])[C:7]=1[NH2:8]. (7) Given the reactants [SiH](CC)(CC)CC.[Br:8][C:9]1[CH:10]=[CH:11][C:12]([Cl:26])=[C:13]([CH:25]=1)[C:14]([C:16]1[CH:21]=[CH:20][C:19]([O:22][CH2:23][CH3:24])=[CH:18][CH:17]=1)=O.B(F)(F)F.CCOCC, predict the reaction product. The product is: [CH3:24][CH2:23][O:22][C:19]1[CH:18]=[CH:17][C:16]([CH2:14][C:13]2[CH:25]=[C:9]([Br:8])[CH:10]=[CH:11][C:12]=2[Cl:26])=[CH:21][CH:20]=1.